This data is from NCI-60 drug combinations with 297,098 pairs across 59 cell lines. The task is: Regression. Given two drug SMILES strings and cell line genomic features, predict the synergy score measuring deviation from expected non-interaction effect. (1) Synergy scores: CSS=29.9, Synergy_ZIP=-1.80, Synergy_Bliss=-5.59, Synergy_Loewe=-9.49, Synergy_HSA=-3.97. Cell line: A549. Drug 1: C1C(C(OC1N2C=NC3=C(N=C(N=C32)Cl)N)CO)O. Drug 2: C#CCC(CC1=CN=C2C(=N1)C(=NC(=N2)N)N)C3=CC=C(C=C3)C(=O)NC(CCC(=O)O)C(=O)O. (2) Synergy scores: CSS=-1.56, Synergy_ZIP=0.293, Synergy_Bliss=-0.801, Synergy_Loewe=-1.56, Synergy_HSA=-3.65. Drug 2: COCCOC1=C(C=C2C(=C1)C(=NC=N2)NC3=CC=CC(=C3)C#C)OCCOC.Cl. Cell line: HCT116. Drug 1: CC(C)NC(=O)C1=CC=C(C=C1)CNNC.Cl.